Dataset: Full USPTO retrosynthesis dataset with 1.9M reactions from patents (1976-2016). Task: Predict the reactants needed to synthesize the given product. (1) Given the product [F:33][C:34]1[CH:42]=[CH:41][CH:40]=[C:39]([F:43])[C:35]=1[C:36]([N:16]([CH2:17][CH:18]1[CH2:22][CH2:21][CH2:20][O:19]1)[C:14]([N:13]([C:3]1[CH:4]=[CH:5][C:6]([S:8][C:9]([F:12])([F:11])[F:10])=[CH:7][C:2]=1[F:1])[CH3:23])=[O:15])=[O:37], predict the reactants needed to synthesize it. The reactants are: [F:1][C:2]1[CH:7]=[C:6]([S:8][C:9]([F:12])([F:11])[F:10])[CH:5]=[CH:4][C:3]=1[N:13]([CH3:23])[C:14]([NH:16][CH2:17][CH:18]1[CH2:22][CH2:21][CH2:20][O:19]1)=[O:15].C(N(C(C)C)CC)(C)C.[F:33][C:34]1[CH:42]=[CH:41][CH:40]=[C:39]([F:43])[C:35]=1[C:36](Cl)=[O:37].C(OC)(C)(C)C. (2) Given the product [CH2:23]([N:27]1[C:35]2[CH:34]=[C:33]([C:36]([OH:38])=[O:37])[CH:32]=[C:31]3[N:39]([CH3:45])[S:40](=[O:43])(=[O:44])[CH2:41][CH2:42][C:29]([C:30]=23)=[CH:28]1)[CH2:24][CH2:25][CH3:26], predict the reactants needed to synthesize it. The reactants are: CN1C2C3C(=CN(C(C)C)C=3C=C(C(O)=O)C=2)CCS1(=O)=O.[CH2:23]([N:27]1[C:35]2[CH:34]=[C:33]([C:36]([OH:38])=[O:37])[CH:32]=[C:31]3[N:39]([CH3:45])[S:40](=[O:44])(=[O:43])[CH:41]=[CH:42][C:29]([C:30]=23)=[CH:28]1)[CH2:24][CH2:25][CH3:26]. (3) Given the product [N:1]1[CH:6]=[CH:5][CH:4]=[C:3]([NH+:7]([O-:35])[C:8]([C:10]2[C:18]3[C:17]4[CH:19]=[CH:20][CH:21]=[CH:22][C:16]=4[O:15][C:14]=3[C:13]([O:23][CH:24]([CH3:26])[CH3:25])=[CH:12][CH:11]=2)=[O:9])[CH:2]=1, predict the reactants needed to synthesize it. The reactants are: [N:1]1[CH:6]=[CH:5][CH:4]=[C:3]([NH:7][C:8]([C:10]2[C:18]3[C:17]4[CH:19]=[CH:20][CH:21]=[CH:22][C:16]=4[O:15][C:14]=3[C:13]([O:23][CH:24]([CH3:26])[CH3:25])=[CH:12][CH:11]=2)=[O:9])[CH:2]=1.ClC1C=CC=C(C(OO)=[O:35])C=1. (4) Given the product [Br:18][C:19]1[CH:24]=[CH:23][CH:22]=[CH:21][C:20]=1[NH:15][C:14]1[CH:13]=[CH:12][C:11]([CH2:1][CH2:2][CH2:3][CH2:4][CH2:5][CH2:6][CH2:7][CH2:8][CH2:9][CH3:10])=[CH:17][CH:16]=1, predict the reactants needed to synthesize it. The reactants are: [CH2:1]([C:11]1[CH:17]=[CH:16][C:14]([NH2:15])=[CH:13][CH:12]=1)[CH2:2][CH2:3][CH2:4][CH2:5][CH2:6][CH2:7][CH2:8][CH2:9][CH3:10].[Br:18][C:19]1[CH:24]=[CH:23][CH:22]=[CH:21][C:20]=1I.CC(C)([O-])C.[Na+].